The task is: Predict the reaction yield, written as a fraction of the theoretical maximum amount of product (1.0 means a 100% yield; for example, 0.34 means a 34% yield).. This data is from Reaction yield outcomes from USPTO patents with 853,638 reactions. (1) The reactants are Cl[C:2]1[C:11]2[C:6](=[CH:7][CH:8]=[C:9]([CH3:12])[CH:10]=2)[N:5]([CH3:13])[C:4](=[O:14])[C:3]=1[C:15]#[N:16].[NH:17]1[CH2:22][CH2:21][NH:20][CH2:19][CH2:18]1. The catalyst is ClCCl. The product is [CH3:13][N:5]1[C:6]2[C:11](=[CH:10][C:9]([CH3:12])=[CH:8][CH:7]=2)[C:2]([N:17]2[CH2:22][CH2:21][NH:20][CH2:19][CH2:18]2)=[C:3]([C:15]#[N:16])[C:4]1=[O:14]. The yield is 0.880. (2) The reactants are C(N(CC)CC)C.CC1C=CC(S(O)(=O)=O)=CC=1.[Cl:19][C:20]1[CH:25]=[CH:24][C:23]([C:26](=[C:28]2[CH2:33][CH2:32][NH:31][CH2:30][CH2:29]2)[CH3:27])=[CH:22][CH:21]=1.[CH3:34][C:35]1[C:39]([S:40](Cl)(=[O:42])=[O:41])=[C:38]([CH3:44])[NH:37][N:36]=1. The catalyst is C(Cl)Cl. The product is [Cl:19][C:20]1[CH:25]=[CH:24][C:23]([C:26](=[C:28]2[CH2:29][CH2:30][N:31]([S:40]([C:39]3[C:35]([CH3:34])=[N:36][NH:37][C:38]=3[CH3:44])(=[O:42])=[O:41])[CH2:32][CH2:33]2)[CH3:27])=[CH:22][CH:21]=1. The yield is 0.162.